Predict the product of the given reaction. From a dataset of Forward reaction prediction with 1.9M reactions from USPTO patents (1976-2016). Given the reactants CS([C:5]1[N:6]=[N:7][CH:8]=[C:9]([C:11]2[CH:16]=[C:15]([F:17])[CH:14]=[C:13]([F:18])[CH:12]=2)[N:10]=1)(=O)=O.[NH3:19], predict the reaction product. The product is: [F:18][C:13]1[CH:12]=[C:11]([C:9]2[N:10]=[C:5]([NH2:19])[N:6]=[N:7][CH:8]=2)[CH:16]=[C:15]([F:17])[CH:14]=1.